Dataset: Forward reaction prediction with 1.9M reactions from USPTO patents (1976-2016). Task: Predict the product of the given reaction. (1) Given the reactants [Br:1][C:2]1[CH:3]=[N:4][N:5]2[CH:10]=[CH:9][C:8]([C:11]([OH:13])=O)=[CH:7][C:6]=12.C(Cl)(=O)C(Cl)=O.[CH2:20]([NH:22][C:23]1[CH:30]=[CH:29][C:26]([C:27]#[N:28])=[CH:25][N:24]=1)[CH3:21].CCN(C(C)C)C(C)C, predict the reaction product. The product is: [Br:1][C:2]1[CH:3]=[N:4][N:5]2[CH:10]=[CH:9][C:8]([C:11]([N:22]([C:23]3[CH:30]=[CH:29][C:26]([C:27]#[N:28])=[CH:25][N:24]=3)[CH2:20][CH3:21])=[O:13])=[CH:7][C:6]=12. (2) The product is: [CH3:13][N:14]([CH3:15])[C:2]1[CH:3]=[C:4]([CH:7]=[CH:8][C:9]=1[N+:10]([O-:12])=[O:11])[C:5]#[N:6]. Given the reactants F[C:2]1[CH:3]=[C:4]([CH:7]=[CH:8][C:9]=1[N+:10]([O-:12])=[O:11])[C:5]#[N:6].[CH3:13][NH:14][CH3:15], predict the reaction product. (3) Given the reactants [CH3:1][O:2][C:3](=[O:31])[CH2:4][CH2:5][C:6]1[C:11]([CH2:12][N:13]([C:22]([O:24][C:25]([CH3:28])([CH3:27])[CH3:26])=[O:23])[C:14]2[CH:19]=[CH:18][C:17]([C:20]#[N:21])=[CH:16][CH:15]=2)=[CH:10][N:9]=[C:8]([CH3:29])[C:7]=1[OH:30].Br[CH2:33][C:34]1[CH:39]=[CH:38][CH:37]=[C:36]([C:40]#[N:41])[CH:35]=1, predict the reaction product. The product is: [CH3:1][O:2][C:3](=[O:31])[CH2:4][CH2:5][C:6]1[C:11]([CH2:12][N:13]([C:22]([O:24][C:25]([CH3:26])([CH3:27])[CH3:28])=[O:23])[C:14]2[CH:19]=[CH:18][C:17]([C:20]#[N:21])=[CH:16][CH:15]=2)=[CH:10][N:9]=[C:8]([CH3:29])[C:7]=1[O:30][CH2:33][C:34]1[CH:39]=[CH:38][CH:37]=[C:36]([C:40]#[N:41])[CH:35]=1.